From a dataset of Forward reaction prediction with 1.9M reactions from USPTO patents (1976-2016). Predict the product of the given reaction. Given the reactants [CH2:1]1[C:14]2[C:15]3=[C:16]4[C:11](=[CH:12][CH:13]=2)[CH:10]=[C:9]([C:17]([OH:19])=[O:18])[CH:8]=[C:7]4[CH:6]=[CH:5][CH:4]3[CH2:3][CH:2]1[C:20]([OH:22])=[O:21], predict the reaction product. The product is: [CH2:12]1[C:11]2[C:16]3=[C:7]([CH:8]=[C:9]([C:17]([OH:19])=[O:18])[CH:10]=2)[CH2:6][CH2:5][C:4]2=[C:15]3[C:14](=[CH:1][C:2]([C:20]([OH:22])=[O:21])=[CH:3]2)[CH2:13]1.